From a dataset of Forward reaction prediction with 1.9M reactions from USPTO patents (1976-2016). Predict the product of the given reaction. (1) Given the reactants [NH2:1][C@H:2]1[CH2:7][CH2:6][C@H:5]([NH:8][C:9]2[CH:10]=[C:11]([N:28](CC3C=CC(OC)=CC=3)[C:29]3[CH:34]=[CH:33][CH:32]=[CH:31][N:30]=3)[C:12]3[N:13]([C:15]([C:18]([NH:20][C:21]4[CH:26]=[CH:25][N:24]=[C:23]([F:27])[CH:22]=4)=[O:19])=[CH:16][N:17]=3)[N:14]=2)[CH2:4][CH2:3]1.CO.O, predict the reaction product. The product is: [NH2:1][C@H:2]1[CH2:7][CH2:6][C@H:5]([NH:8][C:9]2[CH:10]=[C:11]([NH:28][C:29]3[CH:34]=[CH:33][CH:32]=[CH:31][N:30]=3)[C:12]3[N:13]([C:15]([C:18]([NH:20][C:21]4[CH:26]=[CH:25][N:24]=[C:23]([F:27])[CH:22]=4)=[O:19])=[CH:16][N:17]=3)[N:14]=2)[CH2:4][CH2:3]1. (2) Given the reactants [CH3:1][N:2]([CH3:24])[CH2:3][CH2:4][CH2:5][O:6][C:7]1[CH:8]=[C:9]([C:13]2[C:21]3[C:16](=[CH:17][CH:18]=[C:19]([C:22]#[N:23])[CH:20]=3)[NH:15][N:14]=2)[CH:10]=[CH:11][CH:12]=1.C([Sn]([N:38]=[N+:39]=[N-:40])(CCCC)CCCC)CCC.Cl.FC(F)(F)C(O)=O, predict the reaction product. The product is: [NH:38]1[C:22]([C:19]2[CH:20]=[C:21]3[C:16](=[CH:17][CH:18]=2)[NH:15][N:14]=[C:13]3[C:9]2[CH:8]=[C:7]([CH:12]=[CH:11][CH:10]=2)[O:6][CH2:5][CH2:4][CH2:3][N:2]([CH3:1])[CH3:24])=[N:23][N:40]=[N:39]1. (3) Given the reactants C(OC([N:8]1[CH2:13][CH2:12][CH:11]([CH2:14][O:15][C:16]2[CH:17]=[N:18][C:19]([C:22]3[CH:23]=[C:24]([CH:40]=[CH:41][CH:42]=3)[CH2:25][N:26]3[C:30]4[CH:31]=[C:32]([C:35]([F:38])([F:37])[F:36])[CH:33]=[CH:34][C:29]=4[S:28][C:27]3=[O:39])=[N:20][CH:21]=2)[CH2:10][CH2:9]1)=O)(C)(C)C.Cl, predict the reaction product. The product is: [NH:8]1[CH2:9][CH2:10][CH:11]([CH2:14][O:15][C:16]2[CH:17]=[N:18][C:19]([C:22]3[CH:23]=[C:24]([CH:40]=[CH:41][CH:42]=3)[CH2:25][N:26]3[C:30]4[CH:31]=[C:32]([C:35]([F:36])([F:38])[F:37])[CH:33]=[CH:34][C:29]=4[S:28][C:27]3=[O:39])=[N:20][CH:21]=2)[CH2:12][CH2:13]1. (4) Given the reactants Br[C:2]1[CH:10]=[CH:9][C:5]2[O:6][CH2:7][O:8][C:4]=2[CH:3]=1.[CH2:11]1[C:20]2[C:15](=[CH:16][CH:17]=[CH:18][CH:19]=2)[CH2:14][CH2:13][N:12]1[CH2:21][CH:22]([OH:40])[CH2:23][O:24][C:25]1[CH:30]=[CH:29][CH:28]=[C:27](B2OC(C)(C)C(C)(C)O2)[CH:26]=1.C([O-])([O-])=O.[K+].[K+], predict the reaction product. The product is: [O:6]1[C:5]2[CH:9]=[CH:10][C:2]([C:27]3[CH:26]=[C:25]([CH:30]=[CH:29][CH:28]=3)[O:24][CH2:23][CH:22]([OH:40])[CH2:21][N:12]3[CH2:13][CH2:14][C:15]4[C:20](=[CH:19][CH:18]=[CH:17][CH:16]=4)[CH2:11]3)=[CH:3][C:4]=2[O:8][CH2:7]1. (5) Given the reactants [CH3:1][NH:2][CH2:3][C@@H:4]1[CH2:6][C@H:5]1[C:7]([O:9][CH2:10][CH3:11])=[O:8].C([O-])([O-])=O.[K+].[K+].[CH3:30][C:29]([O:28][C:26](O[C:26]([O:28][C:29]([CH3:32])([CH3:31])[CH3:30])=[O:27])=[O:27])([CH3:32])[CH3:31], predict the reaction product. The product is: [C:29]([O:28][C:26]([N:2]([CH2:3][C@@H:4]1[CH2:6][C@H:5]1[C:7]([O:9][CH2:10][CH3:11])=[O:8])[CH3:1])=[O:27])([CH3:30])([CH3:31])[CH3:32]. (6) The product is: [F:18][C:2]([F:1])([F:17])[C:3]1[CH:4]=[CH:5][C:6]([O:9][C:10]2[CH:11]=[CH:12][C:13]([O:16][C:28](=[O:29])[N:27]([C:24]3[CH:25]=[CH:26][C:21]([Cl:20])=[CH:22][CH:23]=3)[CH3:36])=[CH:14][CH:15]=2)=[N:7][CH:8]=1. Given the reactants [F:1][C:2]([F:18])([F:17])[C:3]1[CH:4]=[CH:5][C:6]([O:9][C:10]2[CH:15]=[CH:14][C:13]([OH:16])=[CH:12][CH:11]=2)=[N:7][CH:8]=1.[I-].[Cl:20][C:21]1[CH:26]=[CH:25][C:24]([N:27]([CH3:36])[C:28](N2C=C[N+](C)=C2)=[O:29])=[CH:23][CH:22]=1, predict the reaction product. (7) Given the reactants [F:1][C:2]1[CH:3]=[C:4]2[C:11]([C:12]3[N:13]=[N:14][C:15]([C:19]([CH3:25])([CH3:24])[C:20]([O:22][CH3:23])=[O:21])=[C:16](O)[N:17]=3)=[N:10][N:9]([CH2:26][C:27]3[CH:32]=[CH:31][C:30]([O:33][CH3:34])=[CH:29][CH:28]=3)[C:5]2=[N:6][C:7]=1[CH3:8].P(Cl)(Cl)([Cl:37])=O, predict the reaction product. The product is: [Cl:37][C:16]1[N:17]=[C:12]([C:11]2[C:4]3[C:5](=[N:6][C:7]([CH3:8])=[C:2]([F:1])[CH:3]=3)[N:9]([CH2:26][C:27]3[CH:32]=[CH:31][C:30]([O:33][CH3:34])=[CH:29][CH:28]=3)[N:10]=2)[N:13]=[N:14][C:15]=1[C:19]([CH3:25])([CH3:24])[C:20]([O:22][CH3:23])=[O:21]. (8) The product is: [CH3:33][C:30]1[C:29]([CH3:34])=[C:28]([NH:27][C:26]([N:15]2[CH2:16][CH2:17][C:11]3([CH2:12][CH:9]([C:6]4[CH:7]=[CH:8][C:3]([F:2])=[C:4]([CH3:18])[CH:5]=4)[CH2:10]3)[CH2:13][CH2:14]2)=[O:25])[O:32][N:31]=1. Given the reactants Cl.[F:2][C:3]1[CH:8]=[CH:7][C:6]([CH:9]2[CH2:12][C:11]3([CH2:17][CH2:16][NH:15][CH2:14][CH2:13]3)[CH2:10]2)=[CH:5][C:4]=1[CH3:18].C1([O:25][C:26](=O)[NH:27][C:28]2[O:32][N:31]=[C:30]([CH3:33])[C:29]=2[CH3:34])C=CC=CC=1.C(N(C(C)C)CC)(C)C, predict the reaction product. (9) Given the reactants [NH2:1][C:2]1[CH:3]=[N:4][C:5]2[C:10]([C:11]=1[Cl:12])=[CH:9][CH:8]=[CH:7][CH:6]=2.C(N(CC)CC)C.[C:20](Cl)(=[O:22])[CH3:21].C(=O)(O)[O-].[Na+], predict the reaction product. The product is: [Cl:12][C:11]1[C:10]2[C:5](=[CH:6][CH:7]=[CH:8][CH:9]=2)[N:4]=[CH:3][C:2]=1[NH:1][C:20](=[O:22])[CH3:21]. (10) Given the reactants [CH3:1][C:2]1[C:7]([C:8]2[S:9][C:10]3[CH:16]=[C:15]([CH2:17][C:18]([OH:20])=O)[CH:14]=[CH:13][C:11]=3[N:12]=2)=[CH:6][CH:5]=[CH:4][N:3]=1.[Cl:21][C:22]1[CH:27]=[CH:26][C:25]([CH:28]([C:30]2[CH:35]=[CH:34][CH:33]=[CH:32][CH:31]=2)[NH2:29])=[C:24]([CH3:36])[CH:23]=1.CCN(C(C)C)C(C)C.C(P1(=O)OP(CCC)(=O)OP(CCC)(=O)O1)CC.CCOC(C)=O, predict the reaction product. The product is: [Cl:21][C:22]1[CH:27]=[CH:26][C:25]([CH:28]([C:30]2[CH:31]=[CH:32][CH:33]=[CH:34][CH:35]=2)[NH:29][C:18](=[O:20])[CH2:17][C:15]2[CH:14]=[CH:13][C:11]3[N:12]=[C:8]([C:7]4[C:2]([CH3:1])=[N:3][CH:4]=[CH:5][CH:6]=4)[S:9][C:10]=3[CH:16]=2)=[C:24]([CH3:36])[CH:23]=1.